From a dataset of Reaction yield outcomes from USPTO patents with 853,638 reactions. Predict the reaction yield, written as a fraction of the theoretical maximum amount of product (1.0 means a 100% yield; for example, 0.34 means a 34% yield). The reactants are [NH2:1][C:2]1[CH:7]=[CH:6][C:5]([NH:8][S:9]([CH3:12])(=[O:11])=[O:10])=[CH:4][C:3]=1[S:13]([NH2:16])(=[O:15])=[O:14].Cl[C:18](=[O:25])[CH2:19][C:20]([O:22][CH2:23][CH3:24])=[O:21]. The catalyst is CN(C)C(=O)C.C(OCC)C.C(OCC)(=O)C. The product is [CH2:23]([O:22][C:20](=[O:21])[CH2:19][C:18]([NH:1][C:2]1[CH:7]=[CH:6][C:5]([NH:8][S:9]([CH3:12])(=[O:10])=[O:11])=[CH:4][C:3]=1[S:13](=[O:14])(=[O:15])[NH2:16])=[O:25])[CH3:24]. The yield is 0.974.